Task: Predict the reactants needed to synthesize the given product.. Dataset: Full USPTO retrosynthesis dataset with 1.9M reactions from patents (1976-2016) Given the product [Na:1].[O:47]1[CH2:51][CH2:50][O:49][CH:48]1[CH2:52][O:53][C:17]1[CH:22]=[CH:21][N:20]=[C:19]([CH2:23][S:24]([C:26]2[NH:27][C:28]3[CH:34]=[CH:33][CH:32]=[CH:31][C:29]=3[N:30]=2)=[O:25])[C:18]=1[CH3:35], predict the reactants needed to synthesize it. The reactants are: [Na:1].C(C1(CCO[C:17]2[CH:22]=[CH:21][N:20]=[C:19]([CH2:23][S:24]([C:26]3[NH:30][C:29]4[CH:31]=[CH:32][CH:33]=[CH:34][C:28]=4[N:27]=3)=[O:25])[C:18]=2[CH3:35])OCC2(OCCO2)CO1)C.ClC1C=CC=C(C(OO)=O)C=1.[O:47]1[CH2:51][CH2:50][O:49][CH:48]1[CH2:52][OH:53].